Dataset: Full USPTO retrosynthesis dataset with 1.9M reactions from patents (1976-2016). Task: Predict the reactants needed to synthesize the given product. (1) Given the product [C:56]([C@@H:54]([C@H:52]([C:51]([OH:60])=[O:59])[OH:53])[OH:55])([OH:58])=[O:57].[C:42]([NH:38][C:36](=[O:37])[O:8][CH2:9][C:10]1[CH:15]=[CH:14][CH:13]=[C:12]([N:16]2[CH2:17][CH:18]([CH:20]3[CH2:21][CH2:22][N:23]([C:27](=[O:29])[CH3:28])[CH2:24][CH2:25]3)[CH2:19]2)[C:11]=1[F:26])(=[NH:41])[NH2:47], predict the reactants needed to synthesize it. The reactants are: [Si]([O:8][CH2:9][C:10]1[C:11]([F:26])=[C:12]([N:16]2[CH2:19][CH:18]([CH:20]3[CH2:25][CH2:24][NH:23][CH2:22][CH2:21]3)[CH2:17]2)[CH:13]=[CH:14][CH:15]=1)(C(C)(C)C)(C)C.[C:27](Cl)(=[O:29])[CH3:28].C1N=CN([C:36]([N:38]2[CH:42]=[N:41]C=C2)=[O:37])C=1.C(=O)(O)O.[NH2:47]C(N)=N.[C:51]([OH:60])(=[O:59])[C@@H:52]([C@H:54]([C:56]([OH:58])=[O:57])[OH:55])[OH:53]. (2) Given the product [CH:17]1([CH2:20][NH:21][C:22]([C:24]2[C:25]3[CH:33]=[CH:32][C:31]([O:34][C:13]4[CH:12]=[CH:11][N:10]=[C:9]5[CH:8]=[C:7]([C:5]([N:1]6[CH2:4][CH2:3][CH2:2]6)=[O:6])[S:15][C:14]=45)=[CH:30][C:26]=3[S:27][C:28]=2[CH3:29])=[O:23])[CH2:19][CH2:18]1, predict the reactants needed to synthesize it. The reactants are: [N:1]1([C:5]([C:7]2[S:15][C:14]3[C:9](=[N:10][CH:11]=[CH:12][C:13]=3Cl)[CH:8]=2)=[O:6])[CH2:4][CH2:3][CH2:2]1.[CH:17]1([CH2:20][NH:21][C:22]([C:24]2[C:25]3[CH:33]=[CH:32][C:31]([OH:34])=[CH:30][C:26]=3[S:27][C:28]=2[CH3:29])=[O:23])[CH2:19][CH2:18]1.C([O-])([O-])=O.[Cs+].[Cs+]. (3) The reactants are: [CH2:1]=P(C1C=CC=CC=1)(C1C=CC=CC=1)C1C=CC=CC=1.[H-].[Na+].[C:23]([O:27][C:28]([N:30]1[CH2:34][C:33](=O)[CH2:32][C@H:31]1[C:36]([OH:38])=[O:37])=[O:29])([CH3:26])([CH3:25])[CH3:24].C([O-])(O)=O.[Na+]. Given the product [C:23]([O:27][C:28]([N:30]1[CH2:34][C:33](=[CH2:1])[CH2:32][C@H:31]1[C:36]([OH:38])=[O:37])=[O:29])([CH3:26])([CH3:25])[CH3:24], predict the reactants needed to synthesize it. (4) The reactants are: CN(C=O)C.[CH2:6]([O:8][C:9](=[O:23])[C@H:10]1[CH2:14][C@H:13]([OH:15])[CH2:12][N:11]1[C:16]([O:18][C:19]([CH3:22])([CH3:21])[CH3:20])=[O:17])[CH3:7].[C:24]([Si:28]([CH3:31])([CH3:30])Cl)([CH3:27])([CH3:26])[CH3:25].N1C=CN=C1. Given the product [CH2:6]([O:8][C:9](=[O:23])[C@H:10]1[CH2:14][C@H:13]([O:15][Si:28]([C:24]([CH3:27])([CH3:26])[CH3:25])([CH3:31])[CH3:30])[CH2:12][N:11]1[C:16]([O:18][C:19]([CH3:22])([CH3:21])[CH3:20])=[O:17])[CH3:7], predict the reactants needed to synthesize it. (5) Given the product [CH2:1]([O:3][C:4]([C:6]1[N:7]([C:26]2[CH:31]=[CH:30][C:29]([O:32][CH:33]([CH3:35])[CH3:34])=[CH:28][CH:27]=2)[C:8]2[C:13]([C:14]=1[CH:15]=[O:16])=[CH:12][C:11]([C:37]1[CH:42]=[CH:41][C:40]([C:43]([F:46])([F:45])[F:44])=[CH:39][N:38]=1)=[CH:10][CH:9]=2)=[O:5])[CH3:2], predict the reactants needed to synthesize it. The reactants are: [CH2:1]([O:3][C:4]([C:6]1[N:7]([C:26]2[CH:31]=[CH:30][C:29]([O:32][CH:33]([CH3:35])[CH3:34])=[CH:28][CH:27]=2)[C:8]2[C:13]([C:14]=1[CH:15]=[O:16])=[CH:12][C:11](B1OC(C)(C)C(C)(C)O1)=[CH:10][CH:9]=2)=[O:5])[CH3:2].Br[C:37]1[CH:42]=[CH:41][C:40]([C:43]([F:46])([F:45])[F:44])=[CH:39][N:38]=1.C([O-])([O-])=O.[Na+].[Na+].CCO. (6) Given the product [F:23][C:24]1[C:29]([F:30])=[C:28]([CH3:31])[CH:27]=[CH:26][C:25]=1[O:1][CH:2]1[CH2:3][N:4]([C:6]2[CH:7]=[CH:8][C:9]([C@@H:12]([NH:14][C:15](=[O:17])[CH3:16])[CH3:13])=[CH:10][CH:11]=2)[CH2:5]1, predict the reactants needed to synthesize it. The reactants are: [OH:1][CH:2]1[CH2:5][N:4]([C:6]2[CH:11]=[CH:10][C:9]([C@@H:12]([NH:14][C:15](=[O:17])[CH3:16])[CH3:13])=[CH:8][CH:7]=2)[CH2:3]1.CS(Cl)(=O)=O.[F:23][C:24]1[C:29]([F:30])=[C:28]([CH3:31])[CH:27]=[CH:26][C:25]=1O.C([O-])([O-])=O.[Cs+].[Cs+]. (7) The reactants are: [C:1]1([C@@H:7]2[CH2:9][O:8]2)[CH:6]=[CH:5][CH:4]=[CH:3][CH:2]=1.[CH2:10]([O:12][C:13]([N:15]1[CH2:20][CH2:19][NH:18][CH2:17][CH2:16]1)=[O:14])[CH3:11]. Given the product [CH2:10]([O:12][C:13]([N:15]1[CH2:16][CH2:17][N:18]([C@@H:7]([C:1]2[CH:6]=[CH:5][CH:4]=[CH:3][CH:2]=2)[CH2:9][OH:8])[CH2:19][CH2:20]1)=[O:14])[CH3:11], predict the reactants needed to synthesize it.